Task: Predict the product of the given reaction.. Dataset: Forward reaction prediction with 1.9M reactions from USPTO patents (1976-2016) (1) Given the reactants [BrH:1].[F:2][C:3]1([F:54])[CH2:8][CH2:7][CH:6]([C:9]2[C:18]3[C@@H:17]([OH:19])[CH2:16][C:15]([CH3:21])([CH3:20])[CH2:14][C:13]=3[N:12]=[C:11]([CH:22]3[CH2:27][CH2:26][N:25]([C:28]4[N:33]=[CH:32][C:31]([O:34][CH2:35][CH2:36][CH2:37][S:38]([CH3:41])(=[O:40])=[O:39])=[CH:30][N:29]=4)[CH2:24][CH2:23]3)[C:10]=2[C@@H:42]([F:53])[C:43]2[CH:48]=[CH:47][C:46]([C:49]([F:52])([F:51])[F:50])=[CH:45][CH:44]=2)[CH2:5][CH2:4]1, predict the reaction product. The product is: [BrH:1].[BrH:1].[F:54][C:3]1([F:2])[CH2:4][CH2:5][CH:6]([C:9]2[C:18]3[C@@H:17]([OH:19])[CH2:16][C:15]([CH3:21])([CH3:20])[CH2:14][C:13]=3[N:12]=[C:11]([CH:22]3[CH2:27][CH2:26][N:25]([C:28]4[N:29]=[CH:30][C:31]([O:34][CH2:35][CH2:36][CH2:37][S:38]([CH3:41])(=[O:39])=[O:40])=[CH:32][N:33]=4)[CH2:24][CH2:23]3)[C:10]=2[C@@H:42]([F:53])[C:43]2[CH:44]=[CH:45][C:46]([C:49]([F:52])([F:51])[F:50])=[CH:47][CH:48]=2)[CH2:7][CH2:8]1. (2) Given the reactants [CH2:1]([O:8][C:9]1[CH:10]=[CH:11][C:12]([C@@H:20]2[CH2:22][O:21]2)=[C:13]2[C:18]=1[NH:17][C:16](=[O:19])[CH:15]=[CH:14]2)[C:2]1[CH:7]=[CH:6][CH:5]=[CH:4][CH:3]=1.[CH2:23]([C:25]1[CH:26]=[C:27]2[C:31](=[CH:32][C:33]=1[CH2:34][CH3:35])[CH2:30][CH:29]([NH2:36])[CH2:28]2)[CH3:24].C1(C)C=CC=CC=1, predict the reaction product. The product is: [NH3:17].[CH2:1]([O:8][C:9]1[CH:10]=[CH:11][C:12]([C@@H:20]([OH:21])[CH2:22][NH:36][CH:29]2[CH2:30][C:31]3[C:27](=[CH:26][C:25]([CH2:23][CH3:24])=[C:33]([CH2:34][CH3:35])[CH:32]=3)[CH2:28]2)=[C:13]2[C:18]=1[NH:17][C:16](=[O:19])[CH:15]=[CH:14]2)[C:2]1[CH:7]=[CH:6][CH:5]=[CH:4][CH:3]=1. (3) Given the reactants [Cl:1][C:2]1[C:3]([N:15]2[CH2:20][CH2:19][N:18]([C:21]([O:23][C:24]([CH3:27])([CH3:26])[CH3:25])=[O:22])[CH2:17][CH2:16]2)=[N:4][CH:5]=[C:6]([C:8]([NH:10][CH2:11][CH:12](O)[CH3:13])=[O:9])[CH:7]=1.CCN(C(C)C)C(C)C.CS(Cl)(=O)=O, predict the reaction product. The product is: [Cl:1][C:2]1[C:3]([N:15]2[CH2:20][CH2:19][N:18]([C:21]([O:23][C:24]([CH3:25])([CH3:27])[CH3:26])=[O:22])[CH2:17][CH2:16]2)=[N:4][CH:5]=[C:6]([C:8]2[O:9][CH:12]([CH3:13])[CH2:11][N:10]=2)[CH:7]=1. (4) Given the reactants [OH:1][B:2]1[C:6]2[CH:7]=[C:8]([NH:11][S:12]([C:15]3[CH:20]=[CH:19][C:18]([O:21][CH3:22])=[CH:17][C:16]=3[CH2:23][C:24]([OH:26])=O)(=[O:14])=[O:13])[CH:9]=[CH:10][C:5]=2[CH2:4][O:3]1.[CH2:27]([NH2:31])[CH2:28][CH2:29][CH3:30].CN(C(ON1N=NC2C=CC=NC1=2)=[N+](C)C)C.F[P-](F)(F)(F)(F)F.CCN(C(C)C)C(C)C, predict the reaction product. The product is: [CH2:27]([NH:31][C:24](=[O:26])[CH2:23][C:16]1[CH:17]=[C:18]([O:21][CH3:22])[CH:19]=[CH:20][C:15]=1[S:12](=[O:14])(=[O:13])[NH:11][C:8]1[CH:9]=[CH:10][C:5]2[CH2:4][O:3][B:2]([OH:1])[C:6]=2[CH:7]=1)[CH2:28][CH2:29][CH3:30]. (5) Given the reactants [F:1][C:2]1[CH:3]=[C:4]([CH:8]=[CH:9][C:10]=1[OH:11])[C:5](O)=[O:6].Cl.[CH3:13][NH:14][CH3:15].O.ON1C2C=CC=CC=2N=N1.Cl.C(N=C=NCCCN(C)C)C.O.Cl, predict the reaction product. The product is: [F:1][C:2]1[CH:3]=[C:4]([CH:8]=[CH:9][C:10]=1[OH:11])[C:5]([N:14]([CH3:15])[CH3:13])=[O:6]. (6) Given the reactants [Cl:1][C:2]1[N:7]=[CH:6][C:5]([CH2:8][NH:9][CH2:10][CH2:11]O)=[CH:4][CH:3]=1.[Cl:13][C:14]1[CH:21]=[CH:20]C(C=O)=[CH:16][CH:15]=1.[C:22](O[BH-](OC(=O)C)OC(=O)C)(=[O:24])[CH3:23].[Na+].S([O-])([O-])(=O)=O.[Mg+2], predict the reaction product. The product is: [Cl:1][C:2]1[N:7]=[CH:6][C:5]([CH2:8][N:9]([CH:22]([OH:24])[CH3:23])[CH2:10][C:11]2[CH:20]=[CH:21][C:14]([Cl:13])=[CH:15][CH:16]=2)=[CH:4][CH:3]=1. (7) Given the reactants C(C1C=CC=CC=1)(=[O:3])C.[CH3:10][C:11]([C:13]1[CH:18]=[CH:17][C:16]([Br:19])=[CH:15][CH:14]=1)=[O:12], predict the reaction product. The product is: [Br:19][C:16]1[CH:17]=[CH:18][C:13]([C:11](=[O:12])[CH:10]=[O:3])=[CH:14][CH:15]=1. (8) Given the reactants CS([C:5]1[N:10]=[C:9]([C:11]2[C:19]3[C:14](=[N:15][CH:16]=[C:17]([C:20]([F:23])([F:22])[F:21])[CH:18]=3)[N:13](S(C3C=CC(C)=CC=3)(=O)=O)[CH:12]=2)[C:8]([C:34]#[N:35])=[CH:7][N:6]=1)(=O)=O.[CH2:36]([NH2:43])[C:37]1[CH:42]=[CH:41][CH:40]=[CH:39][CH:38]=1.CCN(C(C)C)C(C)C.O[Li].O, predict the reaction product. The product is: [CH2:36]([NH:43][C:5]1[N:10]=[C:9]([C:11]2[C:19]3[C:14](=[N:15][CH:16]=[C:17]([C:20]([F:21])([F:23])[F:22])[CH:18]=3)[NH:13][CH:12]=2)[C:8]([C:34]#[N:35])=[CH:7][N:6]=1)[C:37]1[CH:42]=[CH:41][CH:40]=[CH:39][CH:38]=1. (9) Given the reactants [Br:1][C:2]1[CH:7]=[CH:6][C:5]([CH:8]2[CH2:12][CH2:11][CH2:10][NH:9]2)=[CH:4][CH:3]=1.[C:13](=O)([O-])[O-].[K+].[K+].CN(C)C=O.CI, predict the reaction product. The product is: [Br:1][C:2]1[CH:3]=[CH:4][C:5]([CH:8]2[CH2:12][CH2:11][CH2:10][N:9]2[CH3:13])=[CH:6][CH:7]=1. (10) Given the reactants [CH2:1]([C:6]1[CH:11]=[CH:10][C:9](B(O)O)=[CH:8][CH:7]=1)[CH2:2][CH2:3][CH2:4][CH3:5].[Br:15][C:16]1[CH:21]=[CH:20][C:19](I)=[C:18]([F:23])[CH:17]=1.C(=O)([O-])[O-].[K+].[K+].C1(C)C=CC=CC=1, predict the reaction product. The product is: [Br:15][C:16]1[CH:21]=[CH:20][C:19]([C:9]2[CH:8]=[CH:7][C:6]([CH2:1][CH2:2][CH2:3][CH2:4][CH3:5])=[CH:11][CH:10]=2)=[C:18]([F:23])[CH:17]=1.